Dataset: NCI-60 drug combinations with 297,098 pairs across 59 cell lines. Task: Regression. Given two drug SMILES strings and cell line genomic features, predict the synergy score measuring deviation from expected non-interaction effect. (1) Drug 1: C1=NC2=C(N=C(N=C2N1C3C(C(C(O3)CO)O)F)Cl)N. Drug 2: CCC1(CC2CC(C3=C(CCN(C2)C1)C4=CC=CC=C4N3)(C5=C(C=C6C(=C5)C78CCN9C7C(C=CC9)(C(C(C8N6C)(C(=O)OC)O)OC(=O)C)CC)OC)C(=O)OC)O.OS(=O)(=O)O. Cell line: HOP-62. Synergy scores: CSS=-5.31, Synergy_ZIP=4.47, Synergy_Bliss=4.39, Synergy_Loewe=-2.99, Synergy_HSA=-1.93. (2) Drug 1: C1C(C(OC1N2C=NC3=C(N=C(N=C32)Cl)N)CO)O. Drug 2: CC1=C(C(=O)C2=C(C1=O)N3CC4C(C3(C2COC(=O)N)OC)N4)N. Cell line: MDA-MB-231. Synergy scores: CSS=35.9, Synergy_ZIP=-6.37, Synergy_Bliss=-4.08, Synergy_Loewe=-0.280, Synergy_HSA=0.598. (3) Drug 2: C1=CC=C(C(=C1)C(C2=CC=C(C=C2)Cl)C(Cl)Cl)Cl. Synergy scores: CSS=25.6, Synergy_ZIP=-7.10, Synergy_Bliss=-0.0779, Synergy_Loewe=-32.6, Synergy_HSA=0.662. Cell line: A498. Drug 1: C1CN1C2=NC(=NC(=N2)N3CC3)N4CC4. (4) Drug 1: CC1=C(C=C(C=C1)C(=O)NC2=CC(=CC(=C2)C(F)(F)F)N3C=C(N=C3)C)NC4=NC=CC(=N4)C5=CN=CC=C5. Drug 2: C1C(C(OC1N2C=NC3=C2NC=NCC3O)CO)O. Cell line: RPMI-8226. Synergy scores: CSS=13.5, Synergy_ZIP=12.1, Synergy_Bliss=21.2, Synergy_Loewe=18.2, Synergy_HSA=14.5. (5) Drug 1: CC1=C2C(C(=O)C3(C(CC4C(C3C(C(C2(C)C)(CC1OC(=O)C(C(C5=CC=CC=C5)NC(=O)C6=CC=CC=C6)O)O)OC(=O)C7=CC=CC=C7)(CO4)OC(=O)C)O)C)OC(=O)C. Drug 2: C#CCC(CC1=CN=C2C(=N1)C(=NC(=N2)N)N)C3=CC=C(C=C3)C(=O)NC(CCC(=O)O)C(=O)O. Cell line: K-562. Synergy scores: CSS=88.6, Synergy_ZIP=27.4, Synergy_Bliss=0.0496, Synergy_Loewe=47.6, Synergy_HSA=0.0200. (6) Synergy scores: CSS=14.1, Synergy_ZIP=-4.09, Synergy_Bliss=0.639, Synergy_Loewe=-0.791, Synergy_HSA=0.940. Drug 1: C1CCC(C1)C(CC#N)N2C=C(C=N2)C3=C4C=CNC4=NC=N3. Drug 2: CN(C)N=NC1=C(NC=N1)C(=O)N. Cell line: NCI-H522.